Task: Predict which catalyst facilitates the given reaction.. Dataset: Catalyst prediction with 721,799 reactions and 888 catalyst types from USPTO Reactant: [NH2:1][C:2]1[CH:3]=[C:4]2[C:9](=[CH:10][CH:11]=1)[C:8](=[O:12])[CH2:7][CH2:6][CH2:5]2.C([O-])(O)=O.[Na+].Cl[C:19]([O:21][CH2:22][C:23]1[CH:28]=[CH:27][CH:26]=[CH:25][CH:24]=1)=[O:20]. Product: [CH2:22]([O:21][C:19](=[O:20])[NH:1][C:2]1[CH:11]=[CH:10][C:9]2[C:8](=[O:12])[CH2:7][CH2:6][CH2:5][C:4]=2[CH:3]=1)[C:23]1[CH:28]=[CH:27][CH:26]=[CH:25][CH:24]=1. The catalyst class is: 1.